This data is from Full USPTO retrosynthesis dataset with 1.9M reactions from patents (1976-2016). The task is: Predict the reactants needed to synthesize the given product. Given the product [C:14]1([C:13]([NH:1][C:2]2[CH:3]=[CH:4][C:5]([C:6]([O:8][CH2:9][CH3:10])=[O:7])=[CH:11][CH:12]=2)=[O:20])[CH:19]=[CH:18][CH:17]=[CH:16][CH:15]=1, predict the reactants needed to synthesize it. The reactants are: [NH2:1][C:2]1[CH:12]=[CH:11][C:5]([C:6]([O:8][CH2:9][CH3:10])=[O:7])=[CH:4][CH:3]=1.[C:13](Cl)(=[O:20])[C:14]1[CH:19]=[CH:18][CH:17]=[CH:16][CH:15]=1.